Dataset: Peptide-MHC class II binding affinity with 134,281 pairs from IEDB. Task: Regression. Given a peptide amino acid sequence and an MHC pseudo amino acid sequence, predict their binding affinity value. This is MHC class II binding data. (1) The peptide sequence is MIRIIAQGPKATFEA. The MHC is DRB1_0802 with pseudo-sequence DRB1_0802. The binding affinity (normalized) is 0.637. (2) The MHC is DRB1_0701 with pseudo-sequence DRB1_0701. The binding affinity (normalized) is 0.115. The peptide sequence is RDGQLTIKAERTEQK. (3) The peptide sequence is EDKILVQAGEAETMT. The MHC is DRB5_0101 with pseudo-sequence DRB5_0101. The binding affinity (normalized) is 0.